Dataset: Reaction yield outcomes from USPTO patents with 853,638 reactions. Task: Predict the reaction yield, written as a fraction of the theoretical maximum amount of product (1.0 means a 100% yield; for example, 0.34 means a 34% yield). (1) The reactants are [CH2:1]([C:4]1[N:5]=[C:6]([C:26]23[CH2:33][CH2:32][C:29]([NH:34][S:35]([CH:38]4[CH2:40][CH2:39]4)(=[O:37])=[O:36])([CH2:30][CH2:31]2)[CH2:28][CH2:27]3)[N:7]2[C:12]3[CH:13]=[CH:14][N:15]([S:16]([C:19]4[CH:25]=[CH:24][C:22]([CH3:23])=[CH:21][CH:20]=4)(=[O:18])=[O:17])[C:11]=3[N:10]=[CH:9][C:8]=12)C=C.C[N+]1([O-])CCOCC1.C(Cl)Cl.[O:52]1[CH2:57][CH2:56][O:55]CC1. The catalyst is O.[Os](=O)(=O)(=O)=O. The product is [OH:52][CH:57]([CH2:56][OH:55])[CH2:1][C:4]1[N:5]=[C:6]([C:26]23[CH2:31][CH2:30][C:29]([NH:34][S:35]([CH:38]4[CH2:40][CH2:39]4)(=[O:36])=[O:37])([CH2:28][CH2:27]2)[CH2:32][CH2:33]3)[N:7]2[C:12]3[CH:13]=[CH:14][N:15]([S:16]([C:19]4[CH:20]=[CH:21][C:22]([CH3:23])=[CH:24][CH:25]=4)(=[O:17])=[O:18])[C:11]=3[N:10]=[CH:9][C:8]=12. The yield is 0.0300. (2) The product is [NH2:15][CH2:14][CH:8]([C:5]1[CH:4]=[CH:3][C:2]([CH3:1])=[CH:7][N:6]=1)[OH:9]. The reactants are [CH3:1][C:2]1[CH:3]=[CH:4][C:5]([CH:8]=[O:9])=[N:6][CH:7]=1.C[Si]([C:14]#[N:15])(C)C.[H-].[Al+3].[Li+].[H-].[H-].[H-].[OH-].[Na+]. The catalyst is C(Cl)Cl.[I-].[Zn+2].[I-].O. The yield is 0.360.